Dataset: Full USPTO retrosynthesis dataset with 1.9M reactions from patents (1976-2016). Task: Predict the reactants needed to synthesize the given product. (1) Given the product [CH2:1]([C:3]1[CH:4]=[CH:5][C:6]([CH:9]2[CH2:10][CH:11]([C:23]3[O:24][N:36]=[C:34]([C:28]4[CH:29]=[CH:30][CH:31]=[C:32]([CH3:33])[N:27]=4)[N:35]=3)[CH2:12][N:13]([C:15]([N:17]3[CH2:22][CH2:21][O:20][CH2:19][CH2:18]3)=[O:16])[CH2:14]2)=[CH:7][CH:8]=1)[CH3:2], predict the reactants needed to synthesize it. The reactants are: [CH2:1]([C:3]1[CH:8]=[CH:7][C:6]([CH:9]2[CH2:14][N:13]([C:15]([N:17]3[CH2:22][CH2:21][O:20][CH2:19][CH2:18]3)=[O:16])[CH2:12][CH:11]([C:23](O)=[O:24])[CH2:10]2)=[CH:5][CH:4]=1)[CH3:2].O[N:27]1[C:32]([CH3:33])=[CH:31][CH:30]=[CH:29][CH:28]1[C:34](=[NH:36])[NH2:35]. (2) Given the product [CH2:1]([O:3][C:4]([C:6]1[C:7](=[O:23])[C:8]2[C:13]([C:14]=1[C:15]1[CH:20]=[CH:19][CH:18]=[CH:17][CH:16]=1)=[CH:12][CH:11]=[C:10]([OH:21])[CH:9]=2)=[O:5])[CH3:2], predict the reactants needed to synthesize it. The reactants are: [CH2:1]([O:3][C:4]([C:6]1[CH2:7][C:8]2[C:13]([C:14]=1[C:15]1[CH:20]=[CH:19][CH:18]=[CH:17][CH:16]=1)=[CH:12][CH:11]=[C:10]([OH:21])[CH:9]=2)=[O:5])[CH3:2].[Se](=O)=[O:23]. (3) Given the product [OH:4][CH2:3][CH2:5][NH:6][C:7](=[O:8])[O:9][C:10]([CH3:13])([CH3:12])[CH3:11], predict the reactants needed to synthesize it. The reactants are: [OH-].[Na+].[CH2:3]([CH2:5][NH2:6])[OH:4].[C:7](O[C:7]([O:9][C:10]([CH3:13])([CH3:12])[CH3:11])=[O:8])([O:9][C:10]([CH3:13])([CH3:12])[CH3:11])=[O:8]. (4) Given the product [CH2:14]([O:16][C:17](=[O:25])[C:18](=[O:19])[CH2:20][C:8]([C:6]1[CH:7]=[C:2]([F:1])[CH:3]=[CH:4][C:5]=1[O:12][CH3:13])([CH3:10])[CH3:9])[CH3:15], predict the reactants needed to synthesize it. The reactants are: [F:1][C:2]1[CH:3]=[CH:4][C:5]([O:12][CH3:13])=[C:6]([C:8](O)([CH3:10])[CH3:9])[CH:7]=1.[CH2:14]([O:16][C:17](=[O:25])[C:18]([O:20][Si](C)(C)C)=[CH2:19])[CH3:15]. (5) Given the product [Br:1][C:2]1[CH:7]=[CH:6][C:5]([CH:8]([N:10]=[C:11]=[O:12])[CH3:9])=[CH:4][CH:3]=1, predict the reactants needed to synthesize it. The reactants are: [Br:1][C:2]1[CH:7]=[CH:6][C:5]([C@@H:8]([NH2:10])[CH3:9])=[CH:4][CH:3]=1.[C:11]([O-])(O)=[O:12].[Na+].ClC(Cl)(OC(=O)OC(Cl)(Cl)Cl)Cl. (6) Given the product [CH:21]([N:24]1[C:5]2[C:4](=[CH:9][C:8]([N+:10]([O-:12])=[O:11])=[CH:7][CH:6]=2)[C:3](=[O:14])[NH:25]1)([CH3:23])[CH3:22], predict the reactants needed to synthesize it. The reactants are: CO[C:3](=[O:14])[C:4]1[CH:9]=[C:8]([N+:10]([O-:12])=[O:11])[CH:7]=[CH:6][C:5]=1F.C([O-])([O-])=O.[K+].[K+].[CH:21]([NH:24][NH2:25])([CH3:23])[CH3:22].